From a dataset of Full USPTO retrosynthesis dataset with 1.9M reactions from patents (1976-2016). Predict the reactants needed to synthesize the given product. (1) Given the product [CH3:36][C:31]1[NH:32][C:33]2[C:29]([C:30]=1[C:37]#[N:38])=[CH:28][C:27]([O:26][C:2]1[CH:7]=[CH:6][N:5]=[C:4]3[CH:8]=[C:9]([C:11]4[S:12][C:13]([C:17]([N:19]5[CH2:24][CH2:23][N:22]([CH3:25])[CH2:21][CH2:20]5)=[O:18])=[C:14]([CH3:16])[N:15]=4)[S:10][C:3]=13)=[CH:35][CH:34]=2, predict the reactants needed to synthesize it. The reactants are: Cl[C:2]1[CH:7]=[CH:6][N:5]=[C:4]2[CH:8]=[C:9]([C:11]3[S:12][C:13]([C:17]([N:19]4[CH2:24][CH2:23][N:22]([CH3:25])[CH2:21][CH2:20]4)=[O:18])=[C:14]([CH3:16])[N:15]=3)[S:10][C:3]=12.[OH:26][C:27]1[CH:28]=[C:29]2[C:33](=[CH:34][CH:35]=1)[NH:32][C:31]([CH3:36])=[C:30]2[C:37]#[N:38]. (2) Given the product [CH:1]([C:4]1[CH:9]=[CH:8][C:7]([C:10]2[C:14]3[C:15]([CH3:20])=[CH:16][C:17]([CH3:19])=[CH:18][C:13]=3[O:12][CH:11]=2)=[CH:6][CH:5]=1)([CH3:3])[CH3:2], predict the reactants needed to synthesize it. The reactants are: [CH:1]([C:4]1[CH:9]=[CH:8][C:7]([C:10](=O)[CH2:11][O:12][C:13]2[CH:18]=[C:17]([CH3:19])[CH:16]=[C:15]([CH3:20])[CH:14]=2)=[CH:6][CH:5]=1)([CH3:3])[CH3:2].O.[O-2].[O-2].[O-2].O=[Si]=O.O=[Si]=O.O=[Si]=O.O=[Si]=O.[Al+3].[Al+3]. (3) Given the product [C:1]([O:5][C:6]([N:8]1[CH2:24][CH2:23][CH2:22][C:10]2([C:14]([C:15]3[CH:20]=[CH:19][CH:18]=[CH:17][CH:16]=3)=[N:13][N:12]([CH3:26])[C:11]2=[O:21])[CH2:9]1)=[O:7])([CH3:4])([CH3:2])[CH3:3], predict the reactants needed to synthesize it. The reactants are: [C:1]([O:5][C:6]([N:8]1[CH2:24][CH2:23][CH2:22][C:10]2([C:14]([C:15]3[CH:20]=[CH:19][CH:18]=[CH:17][CH:16]=3)=[N:13][NH:12][C:11]2=[O:21])[CH2:9]1)=[O:7])([CH3:4])([CH3:3])[CH3:2].[Li+].[CH3:26][Si]([N-][Si](C)(C)C)(C)C.CI. (4) Given the product [CH3:1][O:2][C:3]1[CH:4]=[C:5]2[C:10](=[CH:11][C:12]=1[O:13][CH3:14])[N:9]=[CH:8][CH:7]=[C:6]2[O:15][C:16]1[CH:21]=[CH:20][C:19]([CH2:22][C:23]([N:34]2[CH2:35][CH2:36][C:32]([C:26]3[CH:27]=[CH:28][CH:29]=[CH:30][CH:31]=3)=[N:33]2)=[O:24])=[CH:18][CH:17]=1, predict the reactants needed to synthesize it. The reactants are: [CH3:1][O:2][C:3]1[CH:4]=[C:5]2[C:10](=[CH:11][C:12]=1[O:13][CH3:14])[N:9]=[CH:8][CH:7]=[C:6]2[O:15][C:16]1[CH:21]=[CH:20][C:19]([CH2:22][C:23](O)=[O:24])=[CH:18][CH:17]=1.[C:26]1([C:32]2[CH2:36][CH2:35][NH:34][N:33]=2)[CH:31]=[CH:30][CH:29]=[CH:28][CH:27]=1.C(Cl)CCl. (5) Given the product [CH3:2][O:3][C:4]1[CH:12]=[CH:11][CH:10]=[C:9]2[C:5]=1[CH2:6][CH:7]([C:13]([O:15][CH3:18])=[O:14])[NH:8]2, predict the reactants needed to synthesize it. The reactants are: [Mg].[CH3:2][O:3][C:4]1[CH:12]=[CH:11][CH:10]=[C:9]2[C:5]=1[CH:6]=[C:7]([C:13]([OH:15])=[O:14])[NH:8]2.Cl.N.[CH3:18]O. (6) Given the product [O:11]1[C:10]2[CH:14]=[CH:15][C:7]([C:5]3[N:6]=[C:2]([NH:1][C:16]([C:17]4[CH:25]=[CH:24][CH:23]=[CH:22][C:18]=4[C:19]([OH:21])=[O:20])=[O:26])[S:3][CH:4]=3)=[CH:8][C:9]=2[O:13][CH2:12]1, predict the reactants needed to synthesize it. The reactants are: [NH2:1][C:2]1[S:3][CH:4]=[C:5]([C:7]2[CH:15]=[CH:14][C:10]3[O:11][CH2:12][O:13][C:9]=3[CH:8]=2)[N:6]=1.[C:16]1(=[O:26])[O:21][C:19](=[O:20])[C:18]2=[CH:22][CH:23]=[CH:24][CH:25]=[C:17]12. (7) Given the product [N:50]([CH2:54][CH:14]1[CH2:15][CH2:16][C:17]2([CH2:28][O:30][CH2:31]2)[CH2:18][CH2:19]1)=[N+:51]=[N-:52], predict the reactants needed to synthesize it. The reactants are: [C:14]1(P([C:14]2[CH:19]=[CH:18][CH:17]=[CH:16][CH:15]=2)[C:14]2[CH:19]=[CH:18][CH:17]=[CH:16][CH:15]=2)[CH:19]=[CH:18][CH:17]=[CH:16][CH:15]=1.N([C:28]([O:30][CH:31](C)C)=O)=NC(OC(C)C)=O.P([N:50]=[N+:51]=[N-:52])(=O)(OC1C=CC=CC=1)OC1C=CC=CC=1.O1CCC[CH2:54]1.